Dataset: Reaction yield outcomes from USPTO patents with 853,638 reactions. Task: Predict the reaction yield, written as a fraction of the theoretical maximum amount of product (1.0 means a 100% yield; for example, 0.34 means a 34% yield). (1) The reactants are [CH2:1]([N:8]1[CH2:13][CH2:12][C:11](=[O:14])[CH2:10][CH2:9]1)[C:2]1[CH:7]=[CH:6][CH:5]=[CH:4][CH:3]=1.[CH3:15][Li]. The catalyst is C(OCC)C. The product is [CH2:1]([N:8]1[CH2:13][CH2:12][C:11]([CH3:15])([OH:14])[CH2:10][CH2:9]1)[C:2]1[CH:3]=[CH:4][CH:5]=[CH:6][CH:7]=1. The yield is 0.830. (2) The reactants are [NH2:1][C:2]1[CH:28]=[CH:27][C:5]([O:6][C:7]2[CH:16]=[C:15]3[C:10]([CH:11]=[C:12]([C:21]([O:23]CC)=[O:22])[CH:13]([C:17]([F:20])([F:19])[F:18])[O:14]3)=[CH:9][C:8]=2[Cl:26])=[C:4]([F:29])[CH:3]=1.[OH-].[Na+].Cl. The catalyst is CO.C1COCC1. The product is [NH2:1][C:2]1[CH:28]=[CH:27][C:5]([O:6][C:7]2[CH:16]=[C:15]3[C:10]([CH:11]=[C:12]([C:21]([OH:23])=[O:22])[CH:13]([C:17]([F:20])([F:18])[F:19])[O:14]3)=[CH:9][C:8]=2[Cl:26])=[C:4]([F:29])[CH:3]=1. The yield is 0.750. (3) The yield is 0.500. The catalyst is CN1C(=O)CCC1.CO.C(Cl)Cl. The reactants are Cl[C:2]1[N:6]2[CH:7]=[C:8]([F:11])[CH:9]=[CH:10][C:5]2=[N:4][N:3]=1.[NH:12]1[CH2:18][CH2:17][CH2:16][C@H:13]1[CH2:14][OH:15].N. The product is [F:11][C:8]1[CH:9]=[CH:10][C:5]2[N:6]([C:2]([N:12]3[CH2:18][CH2:17][CH2:16][C@H:13]3[CH2:14][OH:15])=[N:3][N:4]=2)[CH:7]=1. (4) The reactants are [OH:1][C:2]1[CH:7]=[CH:6][C:5]([CH2:8][C:9]([O:11][CH2:12][CH3:13])=[O:10])=[CH:4][CH:3]=1.C([O-])([O-])=O.[K+].[K+].Cl[CH2:21][C:22]1[CH:31]=[CH:30][C:29]2[C:24](=[CH:25][CH:26]=[CH:27][CH:28]=2)[N:23]=1. The catalyst is C(#N)C. The product is [N:23]1[C:24]2[C:29](=[CH:28][CH:27]=[CH:26][CH:25]=2)[CH:30]=[CH:31][C:22]=1[CH2:21][O:1][C:2]1[CH:3]=[CH:4][C:5]([CH2:8][C:9]([O:11][CH2:12][CH3:13])=[O:10])=[CH:6][CH:7]=1. The yield is 0.930. (5) The reactants are [C:1]([O:5][C:6]([N:8]1[CH:12]=[CH:11][CH:10]=[C:9]1[C:13]1[NH:14][C:15]2[C:20]([C:21]=1[CH:22]1[CH2:27][CH2:26][CH2:25][CH2:24][CH2:23]1)=[CH:19][CH:18]=[C:17]([C:28]([O:30][CH3:31])=[O:29])[CH:16]=2)=[O:7])([CH3:4])([CH3:3])[CH3:2].Br[CH2:33][CH2:34][CH2:35][Cl:36].[H-].[Na+].O. The catalyst is CN(C)C=O. The product is [C:1]([O:5][C:6]([N:8]1[CH:12]=[CH:11][CH:10]=[C:9]1[C:13]1[N:14]([CH2:33][CH2:34][CH2:35][Cl:36])[C:15]2[C:20]([C:21]=1[CH:22]1[CH2:27][CH2:26][CH2:25][CH2:24][CH2:23]1)=[CH:19][CH:18]=[C:17]([C:28]([O:30][CH3:31])=[O:29])[CH:16]=2)=[O:7])([CH3:4])([CH3:3])[CH3:2]. The yield is 1.00. (6) The product is [C:30]([N:21]1[CH2:22][CH2:23][CH:19]([CH2:18][O:17][C:14]2[CH:15]=[C:16]3[C:11](=[CH:12][C:13]=2[O:24][CH3:25])[N:10]=[CH:9][N:8]=[C:7]3[NH:6][C:5]2[CH:26]=[CH:27][CH:28]=[C:3]([Cl:2])[C:4]=2[F:29])[CH2:20]1)(=[O:32])[CH3:31]. The reactants are Cl.[Cl:2][C:3]1[C:4]([F:29])=[C:5]([CH:26]=[CH:27][CH:28]=1)[NH:6][C:7]1[C:16]2[C:11](=[CH:12][C:13]([O:24][CH3:25])=[C:14]([O:17][CH2:18][CH:19]3[CH2:23][CH2:22][NH:21][CH2:20]3)[CH:15]=2)[N:10]=[CH:9][N:8]=1.[C:30](OC(=O)C)(=[O:32])[CH3:31]. The yield is 0.630. No catalyst specified. (7) The reactants are [CH:1]1[C:10]2[CH2:9][CH2:8][CH2:7][CH2:6][C:5]=2[CH:4]=[CH:3][C:2]=1[NH:11][NH2:12].[C:13](OCC)(=[O:18])[CH2:14][C:15]([CH3:17])=O. The catalyst is C(O)(=O)C. The product is [CH3:17][C:15]1[CH2:14][C:13](=[O:18])[N:11]([C:2]2[CH:3]=[CH:4][C:5]3[CH2:6][CH2:7][CH2:8][CH2:9][C:10]=3[CH:1]=2)[N:12]=1. The yield is 0.562.